Dataset: Reaction yield outcomes from USPTO patents with 853,638 reactions. Task: Predict the reaction yield, written as a fraction of the theoretical maximum amount of product (1.0 means a 100% yield; for example, 0.34 means a 34% yield). (1) The reactants are I[C:2]1[CH:3]=[C:4]([N:8]2[C:16]3[C:11](=[CH:12][CH:13]=[CH:14][CH:15]=3)[C:10]([C:17]([NH2:19])=[O:18])=[N:9]2)[CH:5]=[CH:6][CH:7]=1.[S:20]1[CH:24]=[CH:23][N:22]=[C:21]1[C@:25]([OH:29])([C:27]#[CH:28])[CH3:26]. No catalyst specified. The product is [OH:29][C@:25]([C:21]1[S:20][CH:24]=[CH:23][N:22]=1)([CH3:26])[C:27]#[C:28][C:2]1[CH:3]=[C:4]([N:8]2[C:16]3[C:11](=[CH:12][CH:13]=[CH:14][CH:15]=3)[C:10]([C:17]([NH2:19])=[O:18])=[N:9]2)[CH:5]=[CH:6][CH:7]=1. The yield is 0.460. (2) The yield is 0.700. The reactants are O1[C:5]2([CH2:9][CH2:8][N:7]([C@H:10]3[CH2:15][CH2:14][CH2:13][CH2:12][C@@H:11]3[O:16][CH2:17][CH2:18][C:19]3[C:24]([Cl:25])=[CH:23][CH:22]=[CH:21][C:20]=3[Cl:26])[CH2:6]2)[O:4]CC1.S([O-])(=O)(=O)C.O. The catalyst is COCCOC. The product is [ClH:25].[O:4]=[C:5]1[CH2:9][CH2:8][N:7]([C@H:10]2[CH2:15][CH2:14][CH2:13][CH2:12][C@@H:11]2[O:16][CH2:17][CH2:18][C:19]2[C:24]([Cl:25])=[CH:23][CH:22]=[CH:21][C:20]=2[Cl:26])[CH2:6]1.